This data is from Forward reaction prediction with 1.9M reactions from USPTO patents (1976-2016). The task is: Predict the product of the given reaction. Given the reactants [OH-].[K+].[CH:3]([N:6]1[CH:15]=[CH:14][C:13]2[C:8](=[CH:9][CH:10]=[CH:11][CH:12]=2)[C:7]1=[O:16])([CH3:5])[CH3:4].[I:17]I, predict the reaction product. The product is: [I:17][C:14]1[C:13]2[C:8](=[CH:9][CH:10]=[CH:11][CH:12]=2)[C:7](=[O:16])[N:6]([CH:3]([CH3:5])[CH3:4])[CH:15]=1.